The task is: Predict the reactants needed to synthesize the given product.. This data is from Full USPTO retrosynthesis dataset with 1.9M reactions from patents (1976-2016). (1) The reactants are: [F:1][C:2]1[CH:7]=[C:6]([O:8]C)[CH:5]=[CH:4][C:3]=1[CH:10]([C:15]#[C:16][CH3:17])[CH2:11][C:12]([OH:14])=[O:13].B(Br)(Br)Br. Given the product [F:1][C:2]1[CH:7]=[C:6]([OH:8])[CH:5]=[CH:4][C:3]=1[CH:10]([C:15]#[C:16][CH3:17])[CH2:11][C:12]([OH:14])=[O:13], predict the reactants needed to synthesize it. (2) Given the product [N:26]1[CH:31]=[CH:30][CH:29]=[CH:28][C:27]=1[CH2:32][NH:1][CH2:2][C:3]1[CH:4]=[CH:5][C:6]([C:7]([N:9]2[CH2:13][CH2:12][CH2:11][N:10]2[C:14]([O:16][CH2:17][C:18]2[CH:19]=[CH:20][CH:21]=[CH:22][CH:23]=2)=[O:15])=[O:8])=[CH:24][CH:25]=1, predict the reactants needed to synthesize it. The reactants are: [NH2:1][CH2:2][C:3]1[CH:25]=[CH:24][C:6]([C:7]([N:9]2[CH2:13][CH2:12][CH2:11][N:10]2[C:14]([O:16][CH2:17][C:18]2[CH:23]=[CH:22][CH:21]=[CH:20][CH:19]=2)=[O:15])=[O:8])=[CH:5][CH:4]=1.[N:26]1[CH:31]=[CH:30][CH:29]=[CH:28][C:27]=1[CH:32]=O.[BH4-].[Na+]. (3) Given the product [CH3:32][N:30]1[CH:31]=[C:27]([C:20]2[N:19]=[C:18]([C:16]3[CH:15]=[N:14][N:13]([C:2]4([CH3:1])[CH2:5][NH:4][CH2:3]4)[CH:17]=3)[N:23]3[CH:24]=[CH:25][N:26]=[C:22]3[CH:21]=2)[CH:28]=[N:29]1, predict the reactants needed to synthesize it. The reactants are: [CH3:1][C:2]1([N:13]2[CH:17]=[C:16]([C:18]3[N:23]4[CH:24]=[CH:25][N:26]=[C:22]4[CH:21]=[C:20]([C:27]4[CH:28]=[N:29][N:30]([CH3:32])[CH:31]=4)[N:19]=3)[CH:15]=[N:14]2)[CH2:5][N:4](C(OC(C)(C)C)=O)[CH2:3]1. (4) Given the product [C:5]([C:4]1[CH:7]=[C:8]([N:10]([CH2:11][C:12]2[CH:13]=[CH:14][C:15]([S:18]([CH3:21])(=[O:20])=[O:19])=[CH:16][CH:17]=2)[C:22](=[O:29])[C:23]2[CH:28]=[CH:27][CH:26]=[N:25][CH:24]=2)[CH:9]=[C:2]([F:1])[CH:3]=1)#[N:6], predict the reactants needed to synthesize it. The reactants are: [F:1][C:2]1[CH:3]=[C:4]([CH:7]=[C:8]([NH:10][CH2:11][C:12]2[CH:17]=[CH:16][C:15]([S:18]([CH3:21])(=[O:20])=[O:19])=[CH:14][CH:13]=2)[CH:9]=1)[C:5]#[N:6].[C:22](O)(=[O:29])[C:23]1[CH:28]=[CH:27][CH:26]=[N:25][CH:24]=1. (5) Given the product [ClH:32].[CH3:31][N:2]([CH3:1])[C:3]1([C:24]2[CH:29]=[CH:28][C:27]([F:30])=[CH:26][CH:25]=2)[CH2:8][CH2:7][CH:6]([CH2:9][C:10]([NH:12][CH2:13][CH2:14][C:15]2[C:23]3[C:18](=[CH:19][CH:20]=[CH:21][CH:22]=3)[NH:17][CH:16]=2)=[O:11])[CH2:5][CH2:4]1, predict the reactants needed to synthesize it. The reactants are: [CH3:1][N:2]([CH3:31])[C:3]1([C:24]2[CH:29]=[CH:28][C:27]([F:30])=[CH:26][CH:25]=2)[CH2:8][CH2:7][CH:6]([CH2:9][C:10]([NH:12][CH2:13][CH2:14][C:15]2[C:23]3[C:18](=[CH:19][CH:20]=[CH:21][CH:22]=3)[NH:17][CH:16]=2)=[O:11])[CH2:5][CH2:4]1.[ClH:32]. (6) Given the product [OH:7][CH:1]1[C:2]2[S:22][C:20]([C:17]3[CH:18]=[CH:19][C:14]([CH:10]=[O:9])=[CH:15][CH:16]=3)=[N:21][C:3]=2[CH2:4][CH2:5][CH2:6]1, predict the reactants needed to synthesize it. The reactants are: [CH:1]12[O:7][CH:6]1[CH2:5][CH2:4][CH2:3][C:2]2=O.[O:9]1CCO[CH:10]1[C:14]1[CH:19]=[CH:18][C:17]([C:20](=[S:22])[NH2:21])=[CH:16][CH:15]=1. (7) The reactants are: [CH3:1][O:2][C:3]1[CH:8]=[C:7]([N+:9]([O-])=O)[CH:6]=[CH:5][C:4]=1[N:12]1[CH2:17][CH2:16][N:15](C)[CH2:14][CH2:13]1.[C:19](OCC)(=O)C. Given the product [CH3:1][O:2][C:3]1[CH:8]=[C:7]([NH2:9])[CH:6]=[CH:5][C:4]=1[N:12]1[CH2:17][CH2:16][NH:15][CH2:14][CH:13]1[CH3:19], predict the reactants needed to synthesize it. (8) The reactants are: [Br:1][C:2]1[CH:3]=[C:4]2[N:10]=[C:9]([CH2:11][NH2:12])[NH:8][C:5]2=[N:6][CH:7]=1.CN(C(ON1N=NC2C=CC=CC1=2)=[N+](C)C)C.[B-](F)(F)(F)F.C(N(C(C)C)CC)(C)C.[CH3:44][C:45]1[CH:46]=[C:47]([CH:51]=[CH:52][C:53]=1[C:54]([N:56]1[CH2:60][CH2:59][CH2:58][CH2:57]1)=[O:55])[C:48](O)=[O:49].N.BrBr. Given the product [Br:1][C:2]1[CH:3]=[C:4]2[N:10]=[C:9]([CH2:11][NH:12][C:48](=[O:49])[C:47]3[CH:51]=[CH:52][C:53]([C:54]([N:56]4[CH2:57][CH2:58][CH2:59][CH2:60]4)=[O:55])=[C:45]([CH3:44])[CH:46]=3)[NH:8][C:5]2=[N:6][CH:7]=1, predict the reactants needed to synthesize it.